From a dataset of Forward reaction prediction with 1.9M reactions from USPTO patents (1976-2016). Predict the product of the given reaction. (1) Given the reactants [C:1]([O:5][C:6](=[O:56])[N:7]([C@H:19]([CH2:54][OH:55])[C@@H:20]([O:46][CH2:47][C:48]1[CH:53]=[CH:52][CH:51]=[CH:50][CH:49]=1)[C@@H:21]([N:31]([CH2:39][C:40]1[CH:45]=[CH:44][CH:43]=[CH:42][CH:41]=1)[CH2:32][C:33]1[CH:38]=[CH:37][CH:36]=[CH:35][CH:34]=1)[CH2:22][C:23]1[CH:28]=[C:27]([F:29])[CH:26]=[C:25]([F:30])[CH:24]=1)[CH2:8][C@@H:9](O)[CH2:10][O:11][CH:12]1[CH2:17][CH2:16][CH2:15][CH2:14][CH2:13]1)([CH3:4])([CH3:3])[CH3:2].C(P(CCCC)CCCC)CCC, predict the reaction product. The product is: [C:1]([O:5][C:6]([N:7]1[C@@H:19]([C@@H:20]([O:46][CH2:47][C:48]2[CH:49]=[CH:50][CH:51]=[CH:52][CH:53]=2)[C@@H:21]([N:31]([CH2:39][C:40]2[CH:41]=[CH:42][CH:43]=[CH:44][CH:45]=2)[CH2:32][C:33]2[CH:38]=[CH:37][CH:36]=[CH:35][CH:34]=2)[CH2:22][C:23]2[CH:24]=[C:25]([F:30])[CH:26]=[C:27]([F:29])[CH:28]=2)[CH2:54][O:55][C@@H:9]([CH2:10][O:11][CH:12]2[CH2:13][CH2:14][CH2:15][CH2:16][CH2:17]2)[CH2:8]1)=[O:56])([CH3:3])([CH3:2])[CH3:4]. (2) Given the reactants [CH2:1]([N:5]1[CH:10]=[CH:9][C:8]([N:11]2[CH2:16][CH2:15][C:14]([O:24][CH2:25][CH2:26][F:27])(C3C=CC=C(Cl)C=3)[CH2:13][CH2:12]2)=[C:7]([C:28]#[N:29])[C:6]1=[O:30])[CH2:2][CH2:3][CH3:4].C(N1C=CC(N2CCC(O)([C:47]3[CH:52]=[CH:51][CH:50]=[C:49]([Cl:53])[CH:48]=3)CC2)=C(C#N)C1=O)CCC, predict the reaction product. The product is: [CH2:1]([N:5]1[CH:10]=[CH:9][C:8]([N:11]2[CH2:12][CH2:13][C:14]([O:24][CH2:25][CH2:26][F:27])([C:52]3[CH:51]=[CH:50][C:49]([Cl:53])=[CH:48][CH:47]=3)[CH2:15][CH2:16]2)=[C:7]([C:28]#[N:29])[C:6]1=[O:30])[CH2:2][CH2:3][CH3:4]. (3) Given the reactants [H-].[Na+].[CH2:3]([O:5][C:6]1[N:11]=[CH:10][C:9]([C@@H:12]([NH:15][C:16]([C@H:18]2[CH2:20][C@@H:19]2[C:21]2[CH:26]=[CH:25][CH:24]=[CH:23][CH:22]=2)=[O:17])[CH2:13][OH:14])=[CH:8][CH:7]=1)[CH3:4].[CH3:27]I, predict the reaction product. The product is: [CH2:3]([O:5][C:6]1[N:11]=[CH:10][C:9]([C@@H:12]([NH:15][C:16]([C@H:18]2[CH2:20][C@@H:19]2[C:21]2[CH:26]=[CH:25][CH:24]=[CH:23][CH:22]=2)=[O:17])[CH2:13][O:14][CH3:27])=[CH:8][CH:7]=1)[CH3:4]. (4) Given the reactants [Br:1][C:2]1[CH:11]=[CH:10][C:5]([C:6]([O:8]C)=O)=[C:4]([CH2:12]Br)[CH:3]=1.[CH3:14][O:15][C:16]1[CH:21]=[C:20]([O:22][CH3:23])[CH:19]=[CH:18][C:17]=1[CH2:24][NH2:25].C(N(CC)CC)C, predict the reaction product. The product is: [Br:1][C:2]1[CH:3]=[C:4]2[C:5](=[CH:10][CH:11]=1)[C:6](=[O:8])[N:25]([CH2:24][C:17]1[CH:18]=[CH:19][C:20]([O:22][CH3:23])=[CH:21][C:16]=1[O:15][CH3:14])[CH2:12]2. (5) Given the reactants [CH3:1][C:2]1[C:7](B2OC(C)(C)C(C)(C)O2)=[CH:6][CH:5]=[CH:4][N:3]=1.Br[C:18]1[CH:23]=[C:22]([CH3:24])[C:21]([CH3:25])=[CH:20][N:19]=1.C1(C)C=CC=CC=1.C(=O)([O-])[O-].[K+].[K+], predict the reaction product. The product is: [CH3:1][C:2]1[C:7]([C:18]2[CH:23]=[C:22]([CH3:24])[C:21]([CH3:25])=[CH:20][N:19]=2)=[CH:6][CH:5]=[CH:4][N:3]=1. (6) The product is: [Br:1][C:2]1[CH:3]=[C:4]([NH:30][CH2:29][CH2:28][N:22]2[CH2:27][CH2:26][O:25][CH2:24][CH2:23]2)[C:5]2[N:6]([C:8]([C:34]3[CH:35]=[CH:36][C:37]([C:38]([NH:39][CH3:40])=[O:41])=[C:32]([CH3:31])[CH:33]=3)=[CH:9][N:10]=2)[N:7]=1. Given the reactants [Br:1][C:2]1[CH:3]=[C:4](Br)[C:5]2[N:6]([C:8](I)=[CH:9][N:10]=2)[N:7]=1.CCN(C(C)C)C(C)C.[N:22]1([CH2:28][CH2:29][NH2:30])[CH2:27][CH2:26][O:25][CH2:24][CH2:23]1.[CH3:31][C:32]1[CH:33]=[C:34](B(O)O)[CH:35]=[CH:36][C:37]=1[C:38](=[O:41])[NH:39][CH3:40].C(=O)([O-])[O-].[K+].[K+], predict the reaction product. (7) Given the reactants [CH3:1][N:2]([CH3:5])[CH:3]=O.[CH3:6][O:7][S:8]([O:11]C)(=[O:10])=[O:9].[CH3:13][NH:14][CH3:15], predict the reaction product. The product is: [CH3:6][O:7][S:8]([O-:11])(=[O:10])=[O:9].[CH3:1][N:2]([CH3:5])[CH:3]=[N+:14]([CH3:15])[CH3:13].